Dataset: Peptide-MHC class II binding affinity with 134,281 pairs from IEDB. Task: Regression. Given a peptide amino acid sequence and an MHC pseudo amino acid sequence, predict their binding affinity value. This is MHC class II binding data. The peptide sequence is RLEDEMKEGRYEVRA. The MHC is DRB4_0101 with pseudo-sequence DRB4_0103. The binding affinity (normalized) is 0.